The task is: Predict the reactants needed to synthesize the given product.. This data is from Full USPTO retrosynthesis dataset with 1.9M reactions from patents (1976-2016). (1) Given the product [Br:12][CH2:8][C:6]1[CH:7]=[C:2]([F:1])[CH:3]=[CH:4][C:5]=1[N+:9]([O-:11])=[O:10], predict the reactants needed to synthesize it. The reactants are: [F:1][C:2]1[CH:3]=[CH:4][C:5]([N+:9]([O-:11])=[O:10])=[C:6]([CH3:8])[CH:7]=1.[Br:12]N1C(C)(C)C(=O)N(Br)C1=O.N(C1(C#N)CCCCC1)=NC1(C#N)CCCCC1.C(O)(=O)C. (2) Given the product [F:6][C:7]1[CH:8]=[CH:9][C:10]([C:13]2[N:14]([CH3:1])[CH:15]=[C:16]([N+:18]([O-:20])=[O:19])[CH:17]=2)=[CH:11][CH:12]=1, predict the reactants needed to synthesize it. The reactants are: [CH3:1]N(C)C=O.[F:6][C:7]1[CH:12]=[CH:11][C:10]([C:13]2[NH:14][CH:15]=[C:16]([N+:18]([O-:20])=[O:19])[CH:17]=2)=[CH:9][CH:8]=1.[H-].[Na+].CI. (3) Given the product [CH2:24]([O:31][C:32]1[CH:37]=[CH:36][N:35]([C:2]2[CH:3]=[CH:4][C:5]3[C:6]4[CH2:16][N:15]([C:17]([O:19][C:20]([CH3:23])([CH3:22])[CH3:21])=[O:18])[CH2:14][CH2:13][C:7]=4[N:8]([CH2:11][CH3:12])[C:9]=3[CH:10]=2)[C:34](=[O:38])[CH:33]=1)[C:25]1[CH:26]=[CH:27][CH:28]=[CH:29][CH:30]=1, predict the reactants needed to synthesize it. The reactants are: Br[C:2]1[CH:3]=[CH:4][C:5]2[C:6]3[CH2:16][N:15]([C:17]([O:19][C:20]([CH3:23])([CH3:22])[CH3:21])=[O:18])[CH2:14][CH2:13][C:7]=3[N:8]([CH2:11][CH3:12])[C:9]=2[CH:10]=1.[CH2:24]([O:31][C:32]1[CH:37]=[CH:36][NH:35][C:34](=[O:38])[CH:33]=1)[C:25]1[CH:30]=[CH:29][CH:28]=[CH:27][CH:26]=1.